Task: Predict the product of the given reaction.. Dataset: Forward reaction prediction with 1.9M reactions from USPTO patents (1976-2016) Given the reactants [Cl:1][C:2]1[N:7]=[C:6]([C:8](=[O:10])[CH3:9])[C:5]2[C:11]([O:33][CH3:34])=[N:12][N:13]([C:14]([C:27]3[CH:32]=[CH:31][CH:30]=[CH:29][CH:28]=3)([C:21]3[CH:26]=[CH:25][CH:24]=[CH:23][CH:22]=3)[C:15]3[CH:20]=[CH:19][CH:18]=[CH:17][CH:16]=3)[C:4]=2[CH:3]=1.[CH3:35][Mg]Br, predict the reaction product. The product is: [Cl:1][C:2]1[N:7]=[C:6]([C:8]([OH:10])([CH3:35])[CH3:9])[C:5]2[C:11]([O:33][CH3:34])=[N:12][N:13]([C:14]([C:15]3[CH:20]=[CH:19][CH:18]=[CH:17][CH:16]=3)([C:27]3[CH:32]=[CH:31][CH:30]=[CH:29][CH:28]=3)[C:21]3[CH:22]=[CH:23][CH:24]=[CH:25][CH:26]=3)[C:4]=2[CH:3]=1.